From a dataset of Catalyst prediction with 721,799 reactions and 888 catalyst types from USPTO. Predict which catalyst facilitates the given reaction. (1) Reactant: [Zn:1].Cl[Si](C)(C)C.BrCCBr.[I:11][CH:12]1[CH2:15][N:14]([C:16]([O:18][C:19]([CH3:22])([CH3:21])[CH3:20])=[O:17])[CH2:13]1. Product: [I-:11].[C:19]([O:18][C:16]([N:14]1[CH2:15][CH:12]([Zn+:1])[CH2:13]1)=[O:17])([CH3:22])([CH3:21])[CH3:20]. The catalyst class is: 80. (2) Reactant: O[N:2]1C(=O)[CH2:5][CH2:4][C:3]1=[O:8].C1([N:15]=C=NC2CCCCC2)CCCCC1.C(O[C:29]([C@@H:31]1[CH2:35][CH2:34][CH2:33][N:32]1[S:36]([C:39]1[N:43]2[C@:44]([CH3:69])([CH2:56][C:57]3[CH:62]=[CH:61][C:60]([C:63]4[CH:64]=[N:65][CH:66]=[N:67][CH:68]=4)=[CH:59][CH:58]=3)[C:45](=[O:55])[N:46]([C:47]3[CH:52]=[C:51]([Cl:53])[CH:50]=[C:49]([Cl:54])[CH:48]=3)[C:42]2=[N:41][CH:40]=1)(=[O:38])=[O:37])=[O:30])(C)(C)C. Product: [C:3]([C@H:4]([NH:15][C:29]([C@@H:31]1[CH2:35][CH2:34][CH2:33][N:32]1[S:36]([C:39]1[N:43]2[C@:44]([CH3:69])([CH2:56][C:57]3[CH:62]=[CH:61][C:60]([C:63]4[CH:64]=[N:65][CH:66]=[N:67][CH:68]=4)=[CH:59][CH:58]=3)[C:45](=[O:55])[N:46]([C:47]3[CH:52]=[C:51]([Cl:53])[CH:50]=[C:49]([Cl:54])[CH:48]=3)[C:42]2=[N:41][CH:40]=1)(=[O:38])=[O:37])=[O:30])[CH3:5])(=[O:8])[NH2:2]. The catalyst class is: 2. (3) Reactant: [Cl:1][C:2]1[CH:3]=[C:4]([C:9]#[C:10][C:11]2[C:19]3[C:14](=[CH:15][C:16]([O:22][CH3:23])=[C:17]([O:20][CH3:21])[CH:18]=3)[N:13]([CH3:24])[CH:12]=2)[C:5]([NH2:8])=[N:6][CH:7]=1.CC(C)([O-])C.[K+].C(O)(=O)C. Product: [Cl:1][C:2]1[CH:3]=[C:4]2[CH:9]=[C:10]([C:11]3[C:19]4[C:14](=[CH:15][C:16]([O:22][CH3:23])=[C:17]([O:20][CH3:21])[CH:18]=4)[N:13]([CH3:24])[CH:12]=3)[NH:8][C:5]2=[N:6][CH:7]=1. The catalyst class is: 60. (4) Reactant: [NH2:1][C:2]1[CH:11]=[C:10]([C:12]([F:15])([F:14])[F:13])[CH:9]=[CH:8][C:3]=1[C:4]([O:6][CH3:7])=[O:5].[C:16](OC(=O)C)(=[O:18])[CH3:17].N1C=CC=CC=1. Product: [C:16]([NH:1][C:2]1[CH:11]=[C:10]([C:12]([F:13])([F:14])[F:15])[CH:9]=[CH:8][C:3]=1[C:4]([O:6][CH3:7])=[O:5])(=[O:18])[CH3:17]. The catalyst class is: 12. (5) Reactant: [NH2:1][C:2]1[CH:3]=[C:4]2[C:9](=[CH:10][CH:11]=1)[N:8]=[CH:7][C:6]([C:12]#[N:13])=[C:5]2[NH:14][C:15]1[CH:20]=[CH:19][C:18]([F:21])=[C:17]([Cl:22])[CH:16]=1.[F:23][C:24]1[C:32]([F:33])=[C:31]([F:34])[C:30]([F:35])=[C:29]2[C:25]=1[C:26]([CH:36]=O)=[CH:27][NH:28]2.[BH3-]C#N.[Na+]. Product: [Cl:22][C:17]1[CH:16]=[C:15]([NH:14][C:5]2[C:4]3[C:9](=[CH:10][CH:11]=[C:2]([NH:1][CH2:36][C:26]4[C:25]5[C:29](=[C:30]([F:35])[C:31]([F:34])=[C:32]([F:33])[C:24]=5[F:23])[NH:28][CH:27]=4)[CH:3]=3)[N:8]=[CH:7][C:6]=2[C:12]#[N:13])[CH:20]=[CH:19][C:18]=1[F:21]. The catalyst class is: 14. (6) Reactant: [F:1][C:2]1[CH:7]=[CH:6][CH:5]=[C:4]([F:8])[C:3]=1[C:9]1[N:14]=[C:13]([C:15]([NH:17][C:18]2[CH:19]=[N:20][CH:21]=[CH:22][C:23]=2[C@H:24]2[CH2:29][C@@H:28]([NH:30]C(=O)OC(C)(C)C)[C@@H:27](SCCOC)[C@@H:26]([CH3:43])[CH2:25]2)=[O:16])[CH:12]=[CH:11][C:10]=1[F:44].O[O:46][S:47]([O-:49])=O.[K+].[C:51](O)([C:53](F)(F)F)=[O:52].[CH2:58](Cl)Cl. Product: [NH2:30][C@H:28]1[C@@H:27]([S:47]([CH2:53][CH2:51][O:52][CH3:58])(=[O:49])=[O:46])[C@@H:26]([CH3:43])[CH2:25][C@@H:24]([C:23]2[CH:22]=[CH:21][N:20]=[CH:19][C:18]=2[NH:17][C:15](=[O:16])[C:13]2[CH:12]=[CH:11][C:10]([F:44])=[C:9]([C:3]3[C:2]([F:1])=[CH:7][CH:6]=[CH:5][C:4]=3[F:8])[N:14]=2)[CH2:29]1. The catalyst class is: 249. (7) Reactant: [CH2:1]([NH:8][NH:9][C:10]([C@@H:12]1[CH2:16][C@@H:15]([S:17][C:18]([C:31]2[CH:36]=[CH:35][CH:34]=[CH:33][CH:32]=2)([C:25]2[CH:30]=[CH:29][CH:28]=[CH:27][CH:26]=2)[C:19]2[CH:24]=[CH:23][CH:22]=[CH:21][CH:20]=2)[CH2:14][N:13]1[S:37]([C:40]1[CH:49]=[CH:48][C:47]2[C:42](=[CH:43][CH:44]=[CH:45][CH:46]=2)[CH:41]=1)(=[O:39])=[O:38])=[O:11])[C:2]1[CH:7]=[CH:6][CH:5]=[CH:4][CH:3]=1.C(N(CC)C(C)C)(C)C.[CH3:59][O:60][C:61]1[CH:66]=[CH:65][C:64]([S:67](Cl)(=[O:69])=[O:68])=[CH:63][CH:62]=1. Product: [CH2:1]([N:8]([S:67]([C:64]1[CH:63]=[CH:62][C:61]([O:60][CH3:59])=[CH:66][CH:65]=1)(=[O:69])=[O:68])[NH:9][C:10]([C@@H:12]1[CH2:16][C@@H:15]([S:17][C:18]([C:31]2[CH:32]=[CH:33][CH:34]=[CH:35][CH:36]=2)([C:19]2[CH:20]=[CH:21][CH:22]=[CH:23][CH:24]=2)[C:25]2[CH:30]=[CH:29][CH:28]=[CH:27][CH:26]=2)[CH2:14][N:13]1[S:37]([C:40]1[CH:49]=[CH:48][C:47]2[C:42](=[CH:43][CH:44]=[CH:45][CH:46]=2)[CH:41]=1)(=[O:39])=[O:38])=[O:11])[C:2]1[CH:7]=[CH:6][CH:5]=[CH:4][CH:3]=1. The catalyst class is: 2.